Predict the reactants needed to synthesize the given product. From a dataset of Full USPTO retrosynthesis dataset with 1.9M reactions from patents (1976-2016). (1) Given the product [CH:1]1([C@H:6]([N:12]2[CH:16]=[C:15]([C:17]3[C:18]4[CH:25]=[CH:24][N:23]([CH2:26][O:27][CH2:28][CH2:29][Si:30]([CH3:32])([CH3:31])[CH3:33])[C:19]=4[N:20]=[CH:21][N:22]=3)[CH:14]=[N:13]2)[CH2:7][C:8]([O:10][CH3:11])=[O:9])[CH2:5][CH2:4][CH2:3][CH2:2]1, predict the reactants needed to synthesize it. The reactants are: [CH:1]1(/[C:6](/[N:12]2[CH:16]=[C:15]([C:17]3[C:18]4[CH:25]=[CH:24][N:23]([CH2:26][O:27][CH2:28][CH2:29][Si:30]([CH3:33])([CH3:32])[CH3:31])[C:19]=4[N:20]=[CH:21][N:22]=3)[CH:14]=[N:13]2)=[CH:7]\[C:8]([O:10][CH3:11])=[O:9])[CH2:5][CH2:4][CH2:3][CH2:2]1.[H][H]. (2) Given the product [Br:19][C:6]1[CH:7]=[C:2]([F:1])[CH:3]=[C:4]([N+:9]([O-:11])=[O:10])[C:5]=1[NH2:8], predict the reactants needed to synthesize it. The reactants are: [F:1][C:2]1[CH:7]=[CH:6][C:5]([NH2:8])=[C:4]([N+:9]([O-:11])=[O:10])[CH:3]=1.C1C(=O)N([Br:19])C(=O)C1.O. (3) Given the product [C:7]([O:71][C:68](=[O:70])[N:44]([CH2:43][C:40]1[N:34]2[CH:35]=[C:36]([C:37](=[O:38])[NH:60][O:59][CH2:58][CH:55]3[CH2:57][CH2:56]3)[C:31]([NH:30][C:27]3[CH:28]=[CH:29][C:24]([Br:23])=[CH:25][C:26]=3[Cl:54])=[C:32]([Cl:53])[C:33]2=[N:42][CH:41]=1)[CH3:45])([CH3:8])([CH3:61])[CH3:6], predict the reactants needed to synthesize it. The reactants are: CCN=C=N[CH2:6][CH2:7][CH2:8]N(C)C.Cl.C1C=CC2N(O)N=NC=2C=1.[Br:23][C:24]1[CH:29]=[CH:28][C:27]([NH:30][C:31]2[C:36]([C:37](O)=[O:38])=[CH:35][N:34]3[C:40]([CH2:43][NH:44][CH2:45]C(OC(C)(C)C)=O)=[CH:41][N:42]=[C:33]3[C:32]=2[Cl:53])=[C:26]([Cl:54])[CH:25]=1.[CH:55]1([CH2:58][O:59][NH2:60])[CH2:57][CH2:56]1.[CH2:61](N(CC)CC)C.[C:68]([O:71]CC)(=[O:70])C. (4) The reactants are: [CH3:1][O:2][C:3](=[O:7])[C@H:4]1[O:6][CH2:5]1.[CH2:8]([SH:15])[C:9]1[CH:14]=[CH:13][CH:12]=[CH:11][CH:10]=1. Given the product [CH3:1][O:2][C:3](=[O:7])[C@@H:4]([OH:6])[CH2:5][S:15][CH2:8][C:9]1[CH:14]=[CH:13][CH:12]=[CH:11][CH:10]=1, predict the reactants needed to synthesize it. (5) Given the product [C:1]([O:5][C:6]([NH:8][C@H:9]([C:36]([N:38]([C:40]1[CH:41]=[CH:42][C:43]([Cl:46])=[CH:44][CH:45]=1)[CH3:39])=[O:37])[CH2:10][C:11]1[CH:12]=[C:13]([CH:33]=[CH:34][CH:35]=1)[CH2:14][CH2:15][C:16]1[NH:24][C:23]2[C:18](=[N:19][C:20]([O:25][CH3:26])=[CH:21][CH:22]=2)[C:17]=1[CH2:27][C:28]([O:30][CH2:31][CH3:32])=[O:29])=[O:7])([CH3:2])([CH3:3])[CH3:4], predict the reactants needed to synthesize it. The reactants are: [C:1]([O:5][C:6]([NH:8][C@H:9]([C:36]([N:38]([C:40]1[CH:45]=[CH:44][C:43]([Cl:46])=[CH:42][CH:41]=1)[CH3:39])=[O:37])[CH2:10][C:11]1[CH:12]=[C:13]([CH:33]=[CH:34][CH:35]=1)[CH:14]=[CH:15][C:16]1[NH:24][C:23]2[C:18](=[N:19][C:20]([O:25][CH3:26])=[CH:21][CH:22]=2)[C:17]=1[CH2:27][C:28]([O:30][CH2:31][CH3:32])=[O:29])=[O:7])([CH3:4])([CH3:3])[CH3:2]. (6) The reactants are: Cl.[CH3:2][O:3][C:4](=[O:11])[C@H:5]([CH2:7][CH:8]([CH3:10])[CH3:9])[NH2:6].[O-]S([O-])(=O)=O.[Mg+2].[C:18]1([C:26]2[CH:31]=[CH:30][CH:29]=[CH:28][CH:27]=2)[C:19](C=O)=[CH:20][CH:21]=[CH:22][CH:23]=1.[CH3:32]CN(CC)CC.[BH4-].[Na+]. Given the product [C:26]1([C:18]2[CH:23]=[CH:22][CH:21]=[CH:20][CH:19]=2)[CH:27]=[CH:28][C:29]([CH2:32][NH:6][C@@H:5]([CH2:7][CH:8]([CH3:10])[CH3:9])[C:4]([O:3][CH3:2])=[O:11])=[CH:30][CH:31]=1, predict the reactants needed to synthesize it. (7) Given the product [CH2:1]([O:8][C:9]([N:11]1[CH2:15][CH2:14][CH:13]([CH2:16][NH:17][C:19]2[N:27]=[CH:26][N:25]=[C:24]3[C:20]=2[N:21]=[CH:22][NH:23]3)[CH2:12]1)=[O:10])[C:2]1[CH:7]=[CH:6][CH:5]=[CH:4][CH:3]=1, predict the reactants needed to synthesize it. The reactants are: [CH2:1]([O:8][C:9]([N:11]1[CH2:15][CH2:14][CH:13]([CH2:16][NH2:17])[CH2:12]1)=[O:10])[C:2]1[CH:7]=[CH:6][CH:5]=[CH:4][CH:3]=1.Cl[C:19]1[N:27]=[CH:26][N:25]=[C:24]2[C:20]=1[N:21]=[CH:22][NH:23]2. (8) Given the product [F:8][C:9]1[CH:10]=[C:11]([CH:23]=[C:24]([F:26])[CH:25]=1)[CH2:12][C@H:13]([NH:22][C:31](=[O:32])[C:30]1[CH:29]=[C:28]([CH3:27])[CH:36]=[C:35]([C:37]([N:39]([CH2:43][CH2:44][CH3:45])[CH2:40][CH2:41][CH3:42])=[O:38])[CH:34]=1)[C@@H:14]([OH:21])[C@H:15]([OH:20])[CH2:16][CH2:17][CH2:18][CH2:19][CH3:2], predict the reactants needed to synthesize it. The reactants are: F[C:2](F)(F)C([O-])=O.[F:8][C:9]1[CH:10]=[C:11]([CH:23]=[C:24]([F:26])[CH:25]=1)[CH2:12][C@H:13]([NH2:22])[C@@H:14]([OH:21])[C@H:15]([OH:20])[CH2:16][CH2:17][CH2:18][CH3:19].[CH3:27][C:28]1[CH:29]=[C:30]([CH:34]=[C:35]([C:37]([N:39]([CH2:43][CH2:44][CH3:45])[CH2:40][CH2:41][CH3:42])=[O:38])[CH:36]=1)[C:31](O)=[O:32].CCN(C(C)C)C(C)C. (9) Given the product [Cl:1][C:2]1[S:6][C:5]([NH:7][S:8]([C:11]2[CH:20]=[CH:19][C:14]([C:15]([OH:17])=[O:16])=[C:13]([C:21]#[N:22])[CH:12]=2)(=[O:10])=[O:9])=[N:4][CH:3]=1, predict the reactants needed to synthesize it. The reactants are: [Cl:1][C:2]1[S:6][C:5]([NH:7][S:8]([C:11]2[CH:20]=[CH:19][C:14]([C:15]([O:17]C)=[O:16])=[C:13]([C:21]#[N:22])[CH:12]=2)(=[O:10])=[O:9])=[N:4][CH:3]=1.[OH-].[Li+].